Dataset: Forward reaction prediction with 1.9M reactions from USPTO patents (1976-2016). Task: Predict the product of the given reaction. Given the reactants [S:1]1[CH:5]=[CH:4][C:3]2[CH:6]=[CH:7][CH:8]=[CH:9][C:2]1=2.[Li]C(C)(C)C.[CH3:15][O:16][C:17]1[CH:18]=[C:19]([CH:22]=[C:23]([O:27][CH3:28])[C:24]=1[O:25][CH3:26])[CH:20]=[O:21], predict the reaction product. The product is: [S:1]1[C:5]([CH:20]([OH:21])[C:19]2[CH:18]=[C:17]([O:16][CH3:15])[C:24]([O:25][CH3:26])=[C:23]([O:27][CH3:28])[CH:22]=2)=[CH:4][C:3]2[CH:6]=[CH:7][CH:8]=[CH:9][C:2]1=2.